Dataset: Catalyst prediction with 721,799 reactions and 888 catalyst types from USPTO. Task: Predict which catalyst facilitates the given reaction. (1) Reactant: Br[C:2]1[CH:3]=[C:4]2[C:8](=[CH:9][CH:10]=1)[N:7]([CH3:11])[N:6]=[CH:5]2.[Cl:12][C:13]1[C:18](B2OC(C)(C)C(C)(C)O2)=[CH:17][CH:16]=[CH:15][N:14]=1.C([O-])([O-])=O.[Na+].[Na+].ClC1C(C2C=C3C(=CC=2)NN=C3)=CC=CN=1. Product: [Cl:12][C:13]1[C:18]([C:2]2[CH:3]=[C:4]3[C:8](=[CH:9][CH:10]=2)[N:7]([CH3:11])[N:6]=[CH:5]3)=[CH:17][CH:16]=[CH:15][N:14]=1. The catalyst class is: 77. (2) Reactant: [CH3:1][O:2][C:3](=[O:20])[CH:4]([CH:9](O)[C:10]1[C:15]([F:16])=[CH:14][CH:13]=[C:12]([F:17])[C:11]=1[F:18])[C:5]([O:7][CH3:8])=[O:6].CCN(CC)CC.CS(Cl)(=O)=O. Product: [CH3:1][O:2][C:3](=[O:20])[C:4](=[CH:9][C:10]1[C:15]([F:16])=[CH:14][CH:13]=[C:12]([F:17])[C:11]=1[F:18])[C:5]([O:7][CH3:8])=[O:6]. The catalyst class is: 2.